From a dataset of TCR-epitope binding with 47,182 pairs between 192 epitopes and 23,139 TCRs. Binary Classification. Given a T-cell receptor sequence (or CDR3 region) and an epitope sequence, predict whether binding occurs between them. (1) Result: 1 (the TCR binds to the epitope). The epitope is KLSYGIATV. The TCR CDR3 sequence is CASSELVQSPNEKLFF. (2) The epitope is ILKEPVHGV. The TCR CDR3 sequence is CSARDPLPEASGGAGTDTQYF. Result: 0 (the TCR does not bind to the epitope). (3) The epitope is GTSGSPIINR. The TCR CDR3 sequence is CASSHGGSGYGYTF. Result: 1 (the TCR binds to the epitope). (4) The epitope is RLYYDSMSY. The TCR CDR3 sequence is CASKVDREGTIYF. Result: 0 (the TCR does not bind to the epitope). (5) The epitope is AVFDRKSDAK. The TCR CDR3 sequence is CATSRAGGGTEAFF. Result: 1 (the TCR binds to the epitope). (6) The epitope is PROT_97E67BCC. The TCR CDR3 sequence is CASSDRTSGPHEQFF. Result: 1 (the TCR binds to the epitope).